From a dataset of Catalyst prediction with 721,799 reactions and 888 catalyst types from USPTO. Predict which catalyst facilitates the given reaction. Reactant: [C:1]12([CH2:11][NH:12][CH2:13][C@H:14]([C:16]3[CH:21]=[CH:20][CH:19]=[CH:18][CH:17]=3)[OH:15])[CH2:10][CH:5]3[CH2:6][CH:7]([CH2:9][CH:3]([CH2:4]3)[CH2:2]1)[CH2:8]2. Product: [CH:16]1([C@H:14]([OH:15])[CH2:13][NH:12][CH2:11][C:1]23[CH2:2][CH:3]4[CH2:9][CH:7]([CH2:6][CH:5]([CH2:4]4)[CH2:10]2)[CH2:8]3)[CH2:17][CH2:18][CH2:19][CH2:20][CH2:21]1. The catalyst class is: 458.